Task: Regression. Given a peptide amino acid sequence and an MHC pseudo amino acid sequence, predict their binding affinity value. This is MHC class II binding data.. Dataset: Peptide-MHC class II binding affinity with 134,281 pairs from IEDB (1) The peptide sequence is IGSFFYFPSIGMQRT. The MHC is DRB1_0101 with pseudo-sequence DRB1_0101. The binding affinity (normalized) is 0.927. (2) The peptide sequence is VTVDAAVLAAIDADA. The MHC is HLA-DPA10103-DPB10401 with pseudo-sequence HLA-DPA10103-DPB10401. The binding affinity (normalized) is 0.